Dataset: Reaction yield outcomes from USPTO patents with 853,638 reactions. Task: Predict the reaction yield, written as a fraction of the theoretical maximum amount of product (1.0 means a 100% yield; for example, 0.34 means a 34% yield). (1) The reactants are [CH3:1][O:2][CH2:3][CH2:4][O:5][C:6]1[CH:7]=[CH:8][C:9]2[C:10]3[C:18]([C:19]4[CH:24]=[CH:23][CH:22]=[C:21]([N+:25]([O-:27])=[O:26])[C:20]=4[CH3:28])=[N:17][NH:16][C:15](=O)[C:11]=3[NH:12][C:13]=2[CH:14]=1.P(Cl)(Cl)([Cl:32])=O. No catalyst specified. The product is [Cl:32][C:15]1[C:11]2[NH:12][C:13]3[CH:14]=[C:6]([O:5][CH2:4][CH2:3][O:2][CH3:1])[CH:7]=[CH:8][C:9]=3[C:10]=2[C:18]([C:19]2[CH:24]=[CH:23][CH:22]=[C:21]([N+:25]([O-:27])=[O:26])[C:20]=2[CH3:28])=[N:17][N:16]=1. The yield is 0.800. (2) The reactants are [Cl:1][C:2]1[CH:19]=[CH:18][C:17]([Cl:20])=[CH:16][C:3]=1[CH2:4][N:5]1[CH2:10][CH2:9][NH:8][C:7]2[N:11]=[CH:12][C:13](I)=[CH:14][C:6]1=2.[CH2:21]([N:24]1[CH2:29][CH2:28][S:27](=[O:31])(=[O:30])[CH2:26][CH2:25]1)[C:22]#[CH:23]. No catalyst specified. The product is [Cl:1][C:2]1[CH:19]=[CH:18][C:17]([Cl:20])=[CH:16][C:3]=1[CH2:4][N:5]1[CH2:10][CH2:9][NH:8][C:7]2[N:11]=[CH:12][C:13]([C:23]#[C:22][CH2:21][N:24]3[CH2:25][CH2:26][S:27](=[O:31])(=[O:30])[CH2:28][CH2:29]3)=[CH:14][C:6]1=2. The yield is 0.340. (3) The reactants are Br[C:2]1[CH:3]=[C:4]([CH:7]=[C:8]([O:10][C:11]([F:14])([F:13])[F:12])[CH:9]=1)[CH:5]=[O:6].[B:15]1([B:15]2[O:20][CH2:19][C:18]([CH3:22])([CH3:21])[CH2:17][O:16]2)[O:20][CH2:19][C:18]([CH3:22])([CH3:21])[CH2:17][O:16]1.C(O[K])(C)=O.O. The catalyst is CS(C)=O.C1C=CC(P(C2C=CC=CC=2)[C-]2C=CC=C2)=CC=1.C1C=CC(P(C2C=CC=CC=2)[C-]2C=CC=C2)=CC=1.Cl[Pd]Cl.[Fe+2]. The product is [F:12][C:11]([F:14])([F:13])[O:10][C:8]1[CH:7]=[C:4]([CH:3]=[C:2]([B:15]2[O:20][CH2:19][C:18]([CH3:22])([CH3:21])[CH2:17][O:16]2)[CH:9]=1)[CH:5]=[O:6]. The yield is 0.530. (4) The reactants are S(=O)(=O)(O)O.[N+:6]([C:9]1[CH:18]=[C:17]([C:19]([O-:21])=[O:20])[CH:16]=[CH:15][C:10]=1[C:11]([O:13][CH3:14])=[O:12])([O-:8])=[O:7].[CH2:22]=[C:23]([CH3:25])[CH3:24]. The catalyst is O1CCOCC1.CCOC(C)=O. The product is [CH3:14][O:13][C:11](=[O:12])[C:10]1[CH:15]=[CH:16][C:17]([C:19]([O:21][C:23]([CH3:25])([CH3:24])[CH3:22])=[O:20])=[CH:18][C:9]=1[N+:6]([O-:8])=[O:7]. The yield is 0.730. (5) The yield is 0.220. The product is [CH3:5][C:4]1[CH:16]=[C:11]([O:10][CH2:9][C:8]2[CH:19]=[CH:20][CH:21]=[CH:22][C:7]=2[CH3:6])[CH:12]=[CH:2][C:3]=1[CH:26]=[O:27]. The catalyst is C1COCC1. The reactants are [Li][CH2:2][CH2:3][CH2:4][CH3:5].[CH3:6][C:7]1[CH:22]=[CH:21][CH:20]=[CH:19][C:8]=1[CH2:9][O:10][C:11]1[CH:16]=CC(Br)=C[C:12]=1C.CN([CH:26]=[O:27])C.